Dataset: Full USPTO retrosynthesis dataset with 1.9M reactions from patents (1976-2016). Task: Predict the reactants needed to synthesize the given product. (1) Given the product [NH2:12][C:8]1[C:7]2[N:13]=[C:14]([CH2:23][CH3:24])[N:15]([CH2:16][CH:17]3[CH2:22][CH2:21][O:20][CH2:19][CH2:18]3)[C:6]=2[C:5]2[CH:4]=[CH:3][C:2](/[CH:58]=[CH:57]/[C:56]([N:55]([CH3:60])[CH3:54])=[O:59])=[CH:11][C:10]=2[N:9]=1, predict the reactants needed to synthesize it. The reactants are: Br[C:2]1[CH:3]=[CH:4][C:5]2[C:6]3[N:15]([CH2:16][CH:17]4[CH2:22][CH2:21][O:20][CH2:19][CH2:18]4)[C:14]([CH2:23][CH3:24])=[N:13][C:7]=3[C:8]([NH2:12])=[N:9][C:10]=2[CH:11]=1.C1(C)C=CC=CC=1P(C1C=CC=CC=1C)C1C=CC=CC=1C.C(N(CC)CC)C.[CH3:54][N:55]([CH3:60])[C:56](=[O:59])[CH:57]=[CH2:58]. (2) The reactants are: [CH:1]1([NH:4][C:5]([C:7]2[CH:8]=[C:9]([F:31])[C:10]([CH3:30])=[C:11]([C:13]3[C:14]([C:27](O)=[O:28])=[CH:15][C:16]([C:19]([NH:21][CH2:22][C:23]([CH3:26])([CH3:25])[CH3:24])=[O:20])=[CH:17][CH:18]=3)[CH:12]=2)=[O:6])[CH2:3][CH2:2]1.C(Cl)CCl.C1C=CC2N(O)N=NC=2C=1.CCN(CC)CC.[CH2:53]([N:55]1[CH2:59][CH2:58][CH2:57][CH:56]1[CH2:60][NH2:61])[CH3:54]. Given the product [CH:1]1([NH:4][C:5]([C:7]2[CH:12]=[C:11]([C:13]3[C:14]([C:27]([NH:61][CH2:60][CH:56]4[CH2:57][CH2:58][CH2:59][N:55]4[CH2:53][CH3:54])=[O:28])=[CH:15][C:16]([C:19]([NH:21][CH2:22][C:23]([CH3:26])([CH3:25])[CH3:24])=[O:20])=[CH:17][CH:18]=3)[C:10]([CH3:30])=[C:9]([F:31])[CH:8]=2)=[O:6])[CH2:2][CH2:3]1, predict the reactants needed to synthesize it. (3) Given the product [N:42]1([CH2:49][CH2:50][O:51][C:52]2[CH:53]=[CH:54][C:55]([CH2:58][CH2:59][N:60]([CH2:79][CH3:80])[C:61]3[CH:66]=[CH:65][CH:64]=[CH:63][C:62]=3[CH:67]3[CH2:76][CH2:75][C:74]4[CH:73]=[C:72]([OH:77])[CH:71]=[CH:70][C:69]=4[CH2:68]3)=[CH:56][CH:57]=2)[CH2:48][CH2:47][CH2:46][CH2:45][CH2:44][CH2:43]1, predict the reactants needed to synthesize it. The reactants are: C(N(C1C=CC=CC=1C1CCC2C(=CC=C(OC)C=2)C1)CCC1C=CC(O)=CC=1)C.Cl.ClCCN1CCCCCC1.[N:42]1([CH2:49][CH2:50][O:51][C:52]2[CH:57]=[CH:56][C:55]([CH2:58][CH2:59][N:60]([CH2:79][CH3:80])[C:61]3[CH:66]=[CH:65][CH:64]=[CH:63][C:62]=3[CH:67]3[CH2:76][CH2:75][C:74]4[C:69](=[CH:70][CH:71]=[C:72]([O:77]C)[CH:73]=4)[CH2:68]3)=[CH:54][CH:53]=2)[CH2:48][CH2:47][CH2:46][CH2:45][CH2:44][CH2:43]1. (4) Given the product [CH3:1][O:2][C:3]1[CH:4]=[CH:5][C:6]([CH2:7][N:8]2[CH:17]=[C:16]3[C:10]([N:11]([CH3:19])[CH2:12][CH2:13][CH2:14][C:15]3=[O:18])=[N:9]2)=[CH:20][CH:21]=1, predict the reactants needed to synthesize it. The reactants are: [CH3:1][O:2][C:3]1[CH:21]=[CH:20][C:6]([CH2:7][N:8]2[CH:17]=[C:16]3[C:10]([N:11]([CH3:19])[CH2:12][CH:13]=[CH:14][C:15]3=[O:18])=[N:9]2)=[CH:5][CH:4]=1.C([O-])=O.[NH4+]. (5) The reactants are: C[O:2][C:3](=O)[C:4]1[CH:9]=[C:8]([C:10]#[N:11])[CH:7]=[CH:6][C:5]=1[CH2:12][N:13]([S:24]([C:27]1[CH:32]=[CH:31][CH:30]=[CH:29][C:28]=1[N+:33]([O-:35])=[O:34])(=[O:26])=[O:25])[CH:14]1[C:23]2[N:22]=[CH:21][CH:20]=[CH:19][C:18]=2[CH2:17][CH2:16][CH2:15]1.[Li+].[BH4-].N#N. Given the product [C:10]([C:8]1[CH:7]=[CH:6][C:5]([CH2:12][N:13]([CH:14]2[C:23]3[N:22]=[CH:21][CH:20]=[CH:19][C:18]=3[CH2:17][CH2:16][CH2:15]2)[S:24]([C:27]2[CH:32]=[CH:31][CH:30]=[CH:29][C:28]=2[N+:33]([O-:35])=[O:34])(=[O:26])=[O:25])=[C:4]([CH2:3][OH:2])[CH:9]=1)#[N:11], predict the reactants needed to synthesize it. (6) Given the product [CH3:13][O:12][C:10](=[O:11])[CH:9]([C:4]1[CH:5]=[CH:6][CH:7]=[CH:8][C:3]=1[C:2]([F:14])([F:15])[F:1])[CH2:23][CH2:24][C:25]([O:27][C:28]([CH3:31])([CH3:30])[CH3:29])=[O:26], predict the reactants needed to synthesize it. The reactants are: [F:1][C:2]([F:15])([F:14])[C:3]1[CH:8]=[CH:7][CH:6]=[CH:5][C:4]=1[CH2:9][C:10]([O:12][CH3:13])=[O:11].CC(C)([O-])C.[K+].Br[CH2:23][CH2:24][C:25]([O:27][C:28]([CH3:31])([CH3:30])[CH3:29])=[O:26].Cl. (7) Given the product [CH3:29][O:30][C:31](=[O:32])[NH:33][CH:34]([C:35]([N:8]1[CH2:12][CH2:11][CH2:10][CH:9]1[C:13]1[NH:14][C:15]([C:18]2[CH:27]=[CH:26][C:25]3[C:20](=[CH:21][CH:22]=[C:23]([Br:28])[CH:24]=3)[CH:19]=2)=[CH:16][N:17]=1)=[O:36])[CH:38]([CH3:40])[CH3:39], predict the reactants needed to synthesize it. The reactants are: C(OC([N:8]1[CH2:12][CH2:11][CH2:10][CH:9]1[C:13]1[NH:14][C:15]([C:18]2[CH:27]=[CH:26][C:25]3[C:20](=[CH:21][CH:22]=[C:23]([Br:28])[CH:24]=3)[CH:19]=2)=[CH:16][N:17]=1)=O)(C)(C)C.[CH3:29][O:30][C:31]([NH:33][CH:34]([CH:38]([CH3:40])[CH3:39])[C:35](O)=[O:36])=[O:32].CN(C(ON1N=NC2C=CC=NC1=2)=[N+](C)C)C.F[P-](F)(F)(F)(F)F.CN1CCOCC1.